Dataset: Catalyst prediction with 721,799 reactions and 888 catalyst types from USPTO. Task: Predict which catalyst facilitates the given reaction. Reactant: [CH3:1][C:2]([S:5]([NH:7][CH:8]([CH:10]1[CH2:13][C:12](=[CH2:14])[CH2:11]1)[CH3:9])=[O:6])([CH3:4])[CH3:3]. Product: [CH3:1][C:2]([S:5]([NH:7][CH:8]([CH:10]1[CH2:13][CH:12]([CH3:14])[CH2:11]1)[CH3:9])=[O:6])([CH3:3])[CH3:4]. The catalyst class is: 19.